From a dataset of Catalyst prediction with 721,799 reactions and 888 catalyst types from USPTO. Predict which catalyst facilitates the given reaction. (1) Reactant: [O:1]1[C:5]([C:6]2[S:10][C:9]([C:11]3[CH:19]=[CH:18][C:14]([C:15]([OH:17])=O)=[CH:13][CH:12]=3)=[CH:8][CH:7]=2)=[CH:4][N:3]=[CH:2]1.CCN=C=NCCCN(C)C.Cl.C1C=CC2N(O)N=NC=2C=1.CCN(C(C)C)C(C)C.[NH:51]1[CH2:55][CH2:54][CH2:53][C@H:52]1[CH2:56][N:57]1[CH2:61][CH2:60][CH2:59][CH2:58]1. Product: [O:1]1[C:5]([C:6]2[S:10][C:9]([C:11]3[CH:12]=[CH:13][C:14]([C:15]([N:51]4[CH2:55][CH2:54][CH2:53][C@H:52]4[CH2:56][N:57]4[CH2:61][CH2:60][CH2:59][CH2:58]4)=[O:17])=[CH:18][CH:19]=3)=[CH:8][CH:7]=2)=[CH:4][N:3]=[CH:2]1. The catalyst class is: 174. (2) Reactant: [CH3:1][N:2]1[C:6]([CH3:7])=[C:5]([C:8]([NH:10][C:11]2[CH:33]=[CH:32][C:14]([O:15][C:16]3[CH:21]=[CH:20][N:19]=[C:18]([NH:22][C:23](=O)[O:24]C4C=CC=CC=4)[CH:17]=3)=[C:13]([F:34])[CH:12]=2)=[O:9])[C:4](=[O:35])[N:3]1[C:36]1[CH:41]=[CH:40][CH:39]=[CH:38][CH:37]=1.[CH3:42][NH:43][CH2:44][CH3:45]. Product: [CH2:44]([N:43]([CH3:42])[C:23](=[O:24])[NH:22][C:18]1[CH:17]=[C:16]([O:15][C:14]2[CH:32]=[CH:33][C:11]([NH:10][C:8]([C:5]3[C:4](=[O:35])[N:3]([C:36]4[CH:37]=[CH:38][CH:39]=[CH:40][CH:41]=4)[N:2]([CH3:1])[C:6]=3[CH3:7])=[O:9])=[CH:12][C:13]=2[F:34])[CH:21]=[CH:20][N:19]=1)[CH3:45]. The catalyst class is: 37.